From a dataset of Catalyst prediction with 721,799 reactions and 888 catalyst types from USPTO. Predict which catalyst facilitates the given reaction. Reactant: [C:1]([C:3]1[CH:8]=[CH:7][C:6]([N:9]2[C:13]([CH3:14])=[C:12]([CH2:15][C:16]3[CH:24]=[CH:23][C:19]([C:20]([OH:22])=O)=[CH:18][CH:17]=3)[C:11]([CH3:25])=[N:10]2)=[CH:5][CH:4]=1)#[N:2].Cl.C[N:28](C)CCCN=C=NCC.[NH4+].ON1C2C=CC=CC=2N=N1.C(=O)([O-])O.[Na+]. Product: [C:1]([C:3]1[CH:4]=[CH:5][C:6]([N:9]2[C:13]([CH3:14])=[C:12]([CH2:15][C:16]3[CH:17]=[CH:18][C:19]([C:20]([NH2:28])=[O:22])=[CH:23][CH:24]=3)[C:11]([CH3:25])=[N:10]2)=[CH:7][CH:8]=1)#[N:2]. The catalyst class is: 3.